From a dataset of Full USPTO retrosynthesis dataset with 1.9M reactions from patents (1976-2016). Predict the reactants needed to synthesize the given product. Given the product [Br:1][C:2]1[S:6][C:5]([CH3:7])=[N:4][C:3]=1[C:11]([OH:12])=[O:14], predict the reactants needed to synthesize it. The reactants are: [Br:1][C:2]1[S:6][C:5]([CH3:7])=[N:4][C:3]=1C(Cl)Cl.[C:11](=[O:14])(O)[O-:12].[Na+].